Dataset: Forward reaction prediction with 1.9M reactions from USPTO patents (1976-2016). Task: Predict the product of the given reaction. (1) Given the reactants I[C:2]1[CH:3]=[C:4]2[C:9](=[CH:10][CH:11]=1)[N:8]1[C:12]([C:15]3[CH:20]=[CH:19][CH:18]=[CH:17][N:16]=3)=[N:13][N:14]=[C:7]1[CH:6]=[CH:5]2.[CH2:21]([CH:23]([CH2:31][CH2:32][CH2:33][CH3:34])[CH2:24][O:25][C:26](=[O:30])[CH2:27][CH2:28][SH:29])[CH3:22].CCN(C(C)C)C(C)C.C1(P(C2C=CC=CC=2)C2C3OC4C(=CC=CC=4P(C4C=CC=CC=4)C4C=CC=CC=4)C(C)(C)C=3C=CC=2)C=CC=CC=1, predict the reaction product. The product is: [CH2:21]([CH:23]([CH2:31][CH2:32][CH2:33][CH3:34])[CH2:24][O:25][C:26](=[O:30])[CH2:27][CH2:28][S:29][C:2]1[CH:3]=[C:4]2[C:9](=[CH:10][CH:11]=1)[N:8]1[C:12]([C:15]3[CH:20]=[CH:19][CH:18]=[CH:17][N:16]=3)=[N:13][N:14]=[C:7]1[CH:6]=[CH:5]2)[CH3:22]. (2) Given the reactants [C:1]([OH:5])([CH3:4])([CH3:3])[CH3:2].[Cl:6][S:7]([N:10]=[C:11]=[O:12])(=[O:9])=[O:8].CCCCCC, predict the reaction product. The product is: [C:11]([NH:10][S:7]([Cl:6])(=[O:9])=[O:8])([O:5][C:1]([CH3:4])([CH3:3])[CH3:2])=[O:12].